From a dataset of Full USPTO retrosynthesis dataset with 1.9M reactions from patents (1976-2016). Predict the reactants needed to synthesize the given product. (1) Given the product [CH3:32][O:33][C:19]([C:11]1[O:13][C:7]([C:6]2[CH:5]=[CH:4][C:3]([C:2]([F:1])([F:17])[F:18])=[CH:16][CH:15]=2)=[N:9][C:10]=1[CH3:14])=[O:23], predict the reactants needed to synthesize it. The reactants are: [F:1][C:2]([F:18])([F:17])[C:3]1[CH:16]=[CH:15][C:6]([C:7]([NH:9][CH:10]([CH3:14])[C:11]([OH:13])=O)=O)=[CH:5][CH:4]=1.[C:19](Cl)(=[O:23])C(Cl)=O.C(N(CC)CC)C.[CH3:32][OH:33]. (2) Given the product [CH3:1][C:2]1[C:3]([C:28]2[CH:33]=[CH:32][CH:31]=[CH:30][CH:29]=2)=[C:4]([O:14][C:15]2[CH:20]=[CH:19][C:18](/[CH:21]=[CH:22]/[C:23]([OH:25])=[O:24])=[CH:17][CH:16]=2)[C:5]2[C:10]([CH:11]=1)=[CH:9][C:8]([O:12][CH3:13])=[CH:7][CH:6]=2, predict the reactants needed to synthesize it. The reactants are: [CH3:1][C:2]1[C:3]([C:28]2[CH:33]=[CH:32][CH:31]=[CH:30][CH:29]=2)=[C:4]([O:14][C:15]2[CH:20]=[CH:19][C:18](/[CH:21]=[CH:22]/[C:23]([O:25]CC)=[O:24])=[CH:17][CH:16]=2)[C:5]2[C:10]([CH:11]=1)=[CH:9][C:8]([O:12][CH3:13])=[CH:7][CH:6]=2.[OH-].[Na+].Cl.